This data is from Forward reaction prediction with 1.9M reactions from USPTO patents (1976-2016). The task is: Predict the product of the given reaction. (1) Given the reactants [F:1][C:2]1[CH:7]=[CH:6][C:5]([C:8]2[C:12]([CH2:13][O:14][C:15]3[CH:23]=[CH:22][C:18]([C:19]([OH:21])=O)=[CH:17][N:16]=3)=[C:11]([CH3:24])[O:10][N:9]=2)=[CH:4][CH:3]=1.[CH:25]([NH2:28])([CH3:27])[CH3:26], predict the reaction product. The product is: [F:1][C:2]1[CH:3]=[CH:4][C:5]([C:8]2[C:12]([CH2:13][O:14][C:15]3[CH:23]=[CH:22][C:18]([C:19]([NH:28][CH:25]([CH3:27])[CH3:26])=[O:21])=[CH:17][N:16]=3)=[C:11]([CH3:24])[O:10][N:9]=2)=[CH:6][CH:7]=1. (2) Given the reactants Br[CH2:2][C:3]([C:5]1[CH:10]=[CH:9][CH:8]=[CH:7][CH:6]=1)=O.[NH2:11][C:12](=[S:19])[CH2:13][CH2:14][C:15]([O:17][CH3:18])=[O:16].[CH3:20]CO, predict the reaction product. The product is: [C:5]1([C:3]2[N:11]=[C:12]([CH2:13][CH2:14][C:15]([O:17][CH2:18][CH3:20])=[O:16])[S:19][CH:2]=2)[CH:10]=[CH:9][CH:8]=[CH:7][CH:6]=1. (3) Given the reactants [C:1]([NH:5][C:6]1[CH:11]=[CH:10][C:9]([C:12]2[CH:13]=[N:14][C:15]([NH2:18])=[N:16][CH:17]=2)=[CH:8][C:7]=1[N+:19]([O-])=O)([CH3:4])([CH3:3])[CH3:2].C([O-])=O.[NH4+], predict the reaction product. The product is: [NH2:18][C:15]1[N:16]=[CH:17][C:12]([C:9]2[CH:8]=[C:7]([NH2:19])[C:6]([NH:5][C:1]([CH3:3])([CH3:2])[CH3:4])=[CH:11][CH:10]=2)=[CH:13][N:14]=1. (4) Given the reactants [Br:1][C:2]1[CH:10]=[C:9]2[C:5]([CH2:6][CH2:7][NH:8]2)=[CH:4][CH:3]=1.Br[CH2:12][CH:13]1[CH2:18][CH2:17][O:16][CH2:15][CH2:14]1.C(=O)([O-])[O-].[Cs+].[Cs+], predict the reaction product. The product is: [Br:1][C:2]1[CH:10]=[C:9]2[C:5]([CH2:6][CH2:7][N:8]2[CH2:12][CH:13]2[CH2:18][CH2:17][O:16][CH2:15][CH2:14]2)=[CH:4][CH:3]=1. (5) Given the reactants [F:1][C:2]([F:20])([F:19])[C:3]1[CH:8]=[CH:7][C:6]([CH:9]2[C:18]3[C:13](=[CH:14][CH:15]=[CH:16][CH:17]=3)[CH2:12][CH2:11][NH:10]2)=[CH:5][CH:4]=1.CCN(C(C)C)C(C)C.[N:30]([CH:33]([CH3:35])[CH3:34])=[C:31]=[O:32], predict the reaction product. The product is: [CH:33]([NH:30][C:31]([N:10]1[CH2:11][CH2:12][C:13]2[C:18](=[CH:17][CH:16]=[CH:15][CH:14]=2)[CH:9]1[C:6]1[CH:5]=[CH:4][C:3]([C:2]([F:1])([F:19])[F:20])=[CH:8][CH:7]=1)=[O:32])([CH3:35])[CH3:34]. (6) Given the reactants [O:1]=[C:2]1[CH2:6][CH2:5][CH2:4][CH:3]1[C:7]([O:9][CH3:10])=[O:8].C(N(CC)C(C)C)(C)C.[F:20][C:21]([F:34])([F:33])[S:22](O[S:22]([C:21]([F:34])([F:33])[F:20])(=[O:24])=[O:23])(=[O:24])=[O:23], predict the reaction product. The product is: [CH3:10][O:9][C:7]([C:3]1[CH2:4][CH2:5][CH2:6][C:2]=1[O:1][S:22]([C:21]([F:34])([F:33])[F:20])(=[O:24])=[O:23])=[O:8]. (7) Given the reactants [F:1][C:2]1[CH:3]=[CH:4][C:5]([CH3:32])=[C:6]([CH:31]=1)[O:7][CH2:8][C:9]1[C:18]([C:19]2[CH:24]=[CH:23][C:22]([OH:25])=[CH:21][C:20]=2[O:26][CH3:27])=[CH:17][CH:16]=[C:15]2[C:10]=1[C:11]([CH3:30])=[CH:12][C:13]([CH3:29])([CH3:28])[NH:14]2.C(=O)([O-])[O-].[K+].[K+].[CH2:39](Br)[C:40]1[CH:45]=[CH:44][CH:43]=[CH:42][CH:41]=1.C(OCC)(=O)C, predict the reaction product. The product is: [CH2:39]([O:25][C:22]1[CH:23]=[CH:24][C:19]([C:18]2[C:9]([CH2:8][O:7][C:6]3[CH:31]=[C:2]([F:1])[CH:3]=[CH:4][C:5]=3[CH3:32])=[C:10]3[C:15](=[CH:16][CH:17]=2)[NH:14][C:13]([CH3:28])([CH3:29])[CH:12]=[C:11]3[CH3:30])=[C:20]([O:26][CH3:27])[CH:21]=1)[C:40]1[CH:45]=[CH:44][CH:43]=[CH:42][CH:41]=1.